From a dataset of Full USPTO retrosynthesis dataset with 1.9M reactions from patents (1976-2016). Predict the reactants needed to synthesize the given product. Given the product [CH2:32]([NH:36][C:22](=[O:24])[C@H:17]([CH2:18][CH2:19][CH2:20][CH3:21])[NH:16][C:9]([O:11][C:12]([CH3:13])([CH3:14])[CH3:15])=[O:10])[CH2:33][CH2:34][CH3:35], predict the reactants needed to synthesize it. The reactants are: C(OC(Cl)=O)C(C)C.[C:9]([NH:16][C@H:17]([C:22]([OH:24])=O)[CH2:18][CH2:19][CH2:20][CH3:21])([O:11][C:12]([CH3:15])([CH3:14])[CH3:13])=[O:10].CN1CCOCC1.[CH2:32]([NH2:36])[CH2:33][CH2:34][CH3:35].